Dataset: Forward reaction prediction with 1.9M reactions from USPTO patents (1976-2016). Task: Predict the product of the given reaction. (1) Given the reactants Cl.[C:2]([O:6][C:7](=[O:10])[CH2:8][NH2:9])([CH3:5])([CH3:4])[CH3:3].C(N(CC)C(C)C)(C)C.ClC(Cl)(O[C:24](=[O:30])[O:25][C:26](Cl)(Cl)Cl)Cl.O[CH2:33][C:34]1(C)[O:38][C:37]2=[N:39][C:40]([N+:42]([O-:44])=[O:43])=[CH:41][N:36]2[CH2:35]1, predict the reaction product. The product is: [C:2]([O:6][C:7](=[O:10])[CH2:8][NH:9][C:24]([O:25][CH2:26][C:34]1([CH3:33])[O:38][C:37]2=[N:39][C:40]([N+:42]([O-:44])=[O:43])=[CH:41][N:36]2[CH2:35]1)=[O:30])([CH3:5])([CH3:4])[CH3:3]. (2) Given the reactants Br[CH2:2][C:3]([C:5]1[CH:10]=[CH:9][C:8]([CH:11]([CH3:13])[CH3:12])=[CH:7][CH:6]=1)=O.[NH2:14][C:15]([NH2:17])=[S:16], predict the reaction product. The product is: [CH:11]([C:8]1[CH:9]=[CH:10][C:5]([C:3]2[N:14]=[C:15]([NH2:17])[S:16][CH:2]=2)=[CH:6][CH:7]=1)([CH3:13])[CH3:12].